This data is from Reaction yield outcomes from USPTO patents with 853,638 reactions. The task is: Predict the reaction yield, written as a fraction of the theoretical maximum amount of product (1.0 means a 100% yield; for example, 0.34 means a 34% yield). (1) The reactants are [CH:1]1([CH2:4][N:5]2[C:10](=[O:11])[C:9]([CH2:12]OS(C)(=O)=O)=[CH:8][C:7]([C:18]3[CH:23]=[CH:22][C:21]([O:24][CH3:25])=[C:20]([F:26])[CH:19]=3)=[N:6]2)[CH2:3][CH2:2]1.[CH2:27]([N:34]1[CH2:39][CH2:38][NH:37][CH2:36][CH2:35]1)[C:28]1[CH:33]=[CH:32][CH:31]=[CH:30][CH:29]=1. No catalyst specified. The product is [CH2:27]([N:34]1[CH2:39][CH2:38][N:37]([CH2:12][C:9]2[C:10](=[O:11])[N:5]([CH2:4][CH:1]3[CH2:2][CH2:3]3)[N:6]=[C:7]([C:18]3[CH:23]=[CH:22][C:21]([O:24][CH3:25])=[C:20]([F:26])[CH:19]=3)[CH:8]=2)[CH2:36][CH2:35]1)[C:28]1[CH:29]=[CH:30][CH:31]=[CH:32][CH:33]=1. The yield is 0.977. (2) The reactants are [C:1]([Si:5]([O:18][CH:19]1[CH2:22][C:21](S(C)=O)(SC)[CH2:20]1)([C:12]1[CH:17]=[CH:16][CH:15]=[CH:14][CH:13]=1)[C:6]1[CH:11]=[CH:10][CH:9]=[CH:8][CH:7]=1)([CH3:4])([CH3:3])[CH3:2].Cl(O)(=O)(=O)=[O:29]. The yield is 0.590. The catalyst is CCOCC.O. The product is [Si:5]([O:18][CH:19]1[CH2:22][C:21](=[O:29])[CH2:20]1)([C:1]([CH3:3])([CH3:4])[CH3:2])([C:12]1[CH:17]=[CH:16][CH:15]=[CH:14][CH:13]=1)[C:6]1[CH:11]=[CH:10][CH:9]=[CH:8][CH:7]=1. (3) The reactants are CN(C)C=O.[F:6][C:7]1[CH:14]=[CH:13][C:10]([CH2:11][OH:12])=[CH:9][CH:8]=1.[H-].[Na+].Br[C:18]1[CH:23]=[CH:22][C:21]([Br:24])=[CH:20][N:19]=1. The catalyst is O. The product is [Br:24][C:21]1[CH:22]=[CH:23][C:18]([O:12][CH2:11][C:10]2[CH:13]=[CH:14][C:7]([F:6])=[CH:8][CH:9]=2)=[N:19][CH:20]=1. The yield is 0.898. (4) The reactants are [CH3:1][O:2][C:3]1[CH:4]=[C:5]([OH:11])[CH:6]=[CH:7][C:8]=1[O:9][CH3:10].Cl[C:13]1[N:14]=[C:15]([OH:23])[C:16]2[CH:22]=[CH:21][N:20]=[CH:19][C:17]=2[N:18]=1. No catalyst specified. The product is [CH3:1][O:2][C:3]1[CH:4]=[C:5]([CH:6]=[CH:7][C:8]=1[O:9][CH3:10])[O:11][C:13]1[N:14]=[C:15]([OH:23])[C:16]2[CH:22]=[CH:21][N:20]=[CH:19][C:17]=2[N:18]=1. The yield is 0.160. (5) The reactants are [O:1]1[CH2:5][CH2:4][CH2:3][C@H:2]1[C:6]([OH:8])=O.[CH2:9]([C:16]1[S:20][C:19]([C:21]2[CH:26]=[C:25]([F:27])[CH:24]=[CH:23][C:22]=2[F:28])=[N:18][C:17]=1[C@H:29]([NH:34][CH2:35][C@H:36]1[C@@H:40]([F:41])[CH2:39][N:38]([C:42]([O:44][CH2:45][C:46]2[CH:51]=[CH:50][CH:49]=[CH:48][CH:47]=2)=[O:43])[CH2:37]1)[C:30]([CH3:33])([CH3:32])[CH3:31])[C:10]1[CH:15]=[CH:14][CH:13]=[CH:12][CH:11]=1.C(N(CC)C(C)C)(C)C. The catalyst is S(Cl)(Cl)=O. The product is [CH2:9]([C:16]1[S:20][C:19]([C:21]2[CH:26]=[C:25]([F:27])[CH:24]=[CH:23][C:22]=2[F:28])=[N:18][C:17]=1[C@H:29]([N:34]([CH2:35][C@H:36]1[C@@H:40]([F:41])[CH2:39][N:38]([C:42]([O:44][CH2:45][C:46]2[CH:47]=[CH:48][CH:49]=[CH:50][CH:51]=2)=[O:43])[CH2:37]1)[C:6]([C@@H:2]1[CH2:3][CH2:4][CH2:5][O:1]1)=[O:8])[C:30]([CH3:33])([CH3:32])[CH3:31])[C:10]1[CH:15]=[CH:14][CH:13]=[CH:12][CH:11]=1. The yield is 0.646. (6) The reactants are C(OC([N:8]1[CH2:12][CH2:11][CH2:10][CH:9]1[C:13](=[O:28])[NH:14][C:15]1[CH:20]=[CH:19][C:18]([C:21]2[CH:26]=[CH:25][C:24]([Br:27])=[CH:23][CH:22]=2)=[CH:17][CH:16]=1)=O)(C)(C)C.Cl.[CH3:30][O:31][C:32]([NH:34][CH:35]([CH:39]([CH3:41])[CH3:40])[C:36](O)=[O:37])=[O:33].CN(C(ON1N=NC2C=CC=NC1=2)=[N+](C)C)C.F[P-](F)(F)(F)(F)F.CCN(C(C)C)C(C)C. The catalyst is CO.C(OCC)(=O)C.CN(C=O)C. The product is [CH3:30][O:31][C:32](=[O:33])[NH:34][CH:35]([C:36]([N:8]1[CH2:12][CH2:11][CH2:10][CH:9]1[C:13](=[O:28])[NH:14][C:15]1[CH:16]=[CH:17][C:18]([C:21]2[CH:26]=[CH:25][C:24]([Br:27])=[CH:23][CH:22]=2)=[CH:19][CH:20]=1)=[O:37])[CH:39]([CH3:41])[CH3:40]. The yield is 0.930. (7) The reactants are [CH:1]1([CH:6]([N:10]2[CH:14]=[C:13](B3OC(C)(C)C(C)(C)O3)[CH:12]=[N:11]2)[CH2:7][C:8]#[N:9])[CH2:5][CH2:4][CH2:3][CH2:2]1.Cl[C:25]1[C:26]2[CH:33]=[CH:32][N:31]([CH2:34][O:35][CH2:36][CH2:37][Si:38]([CH3:41])([CH3:40])[CH3:39])[C:27]=2[N:28]=[CH:29][N:30]=1.O1CCOCC1.C(=O)(O)[O-].[Na+]. The catalyst is C1C=CC([P]([Pd]([P](C2C=CC=CC=2)(C2C=CC=CC=2)C2C=CC=CC=2)([P](C2C=CC=CC=2)(C2C=CC=CC=2)C2C=CC=CC=2)[P](C2C=CC=CC=2)(C2C=CC=CC=2)C2C=CC=CC=2)(C2C=CC=CC=2)C2C=CC=CC=2)=CC=1.C(OCC)(=O)C.O. The product is [CH:1]1([CH:6]([N:10]2[CH:14]=[C:13]([C:25]3[C:26]4[CH:33]=[CH:32][N:31]([CH2:34][O:35][CH2:36][CH2:37][Si:38]([CH3:41])([CH3:40])[CH3:39])[C:27]=4[N:28]=[CH:29][N:30]=3)[CH:12]=[N:11]2)[CH2:7][C:8]#[N:9])[CH2:2][CH2:3][CH2:4][CH2:5]1. The yield is 0.836.